From a dataset of Full USPTO retrosynthesis dataset with 1.9M reactions from patents (1976-2016). Predict the reactants needed to synthesize the given product. (1) The reactants are: [Br:1][C:2]1[N:9]=[CH:8][CH:7]=[C:6]([Cl:10])[C:3]=1[CH:4]=[O:5].CN(C)C(=O)C.CO.[BH4-].[Na+]. Given the product [Br:1][C:2]1[C:3]([CH2:4][OH:5])=[C:6]([Cl:10])[CH:7]=[CH:8][N:9]=1, predict the reactants needed to synthesize it. (2) Given the product [C:44]([CH2:43][CH2:42][C:10]1[C:11]([CH2:15][CH2:16][CH2:17][CH2:18][CH2:19][CH2:20][O:21][C:22]2[CH:27]=[C:26]([O:28][CH2:29][CH3:30])[CH:25]=[C:24]([C:31]3[CH:41]=[CH:40][C:34]4[O:35][C:36]([F:39])([F:38])[O:37][C:33]=4[CH:32]=3)[CH:23]=2)=[CH:12][CH:13]=[CH:14][C:9]=1[O:8][CH2:7][CH2:6][CH2:5][C:4]([OH:49])=[O:3])([OH:46])=[O:45], predict the reactants needed to synthesize it. The reactants are: C([O:3][C:4](=[O:49])[CH2:5][CH2:6][CH2:7][O:8][C:9]1[CH:14]=[CH:13][CH:12]=[C:11]([CH2:15][CH2:16][CH2:17][CH2:18][CH2:19][CH2:20][O:21][C:22]2[CH:27]=[C:26]([O:28][CH2:29][CH3:30])[CH:25]=[C:24]([C:31]3[CH:41]=[CH:40][C:34]4[O:35][C:36]([F:39])([F:38])[O:37][C:33]=4[CH:32]=3)[CH:23]=2)[C:10]=1[CH2:42][CH2:43][C:44]([O:46]CC)=[O:45])C.[OH-].[Na+].